This data is from NCI-60 drug combinations with 297,098 pairs across 59 cell lines. The task is: Regression. Given two drug SMILES strings and cell line genomic features, predict the synergy score measuring deviation from expected non-interaction effect. (1) Drug 1: CC1=C(C(CCC1)(C)C)C=CC(=CC=CC(=CC(=O)O)C)C. Drug 2: CC1=C(C=C(C=C1)NC(=O)C2=CC=C(C=C2)CN3CCN(CC3)C)NC4=NC=CC(=N4)C5=CN=CC=C5. Cell line: MCF7. Synergy scores: CSS=7.49, Synergy_ZIP=2.06, Synergy_Bliss=-2.52, Synergy_Loewe=-13.8, Synergy_HSA=-5.32. (2) Drug 1: COC1=CC(=CC(=C1O)OC)C2C3C(COC3=O)C(C4=CC5=C(C=C24)OCO5)OC6C(C(C7C(O6)COC(O7)C8=CC=CS8)O)O. Drug 2: CC1=C2C(C(=O)C3(C(CC4C(C3C(C(C2(C)C)(CC1OC(=O)C(C(C5=CC=CC=C5)NC(=O)OC(C)(C)C)O)O)OC(=O)C6=CC=CC=C6)(CO4)OC(=O)C)O)C)O. Cell line: PC-3. Synergy scores: CSS=15.8, Synergy_ZIP=-12.5, Synergy_Bliss=-13.2, Synergy_Loewe=-12.8, Synergy_HSA=-9.97. (3) Drug 1: CC1=C(N=C(N=C1N)C(CC(=O)N)NCC(C(=O)N)N)C(=O)NC(C(C2=CN=CN2)OC3C(C(C(C(O3)CO)O)O)OC4C(C(C(C(O4)CO)O)OC(=O)N)O)C(=O)NC(C)C(C(C)C(=O)NC(C(C)O)C(=O)NCCC5=NC(=CS5)C6=NC(=CS6)C(=O)NCCC[S+](C)C)O. Drug 2: C1CN(CCN1C(=O)CCBr)C(=O)CCBr. Cell line: COLO 205. Synergy scores: CSS=22.5, Synergy_ZIP=-10.2, Synergy_Bliss=-0.644, Synergy_Loewe=-12.3, Synergy_HSA=1.60.